Task: Predict the reaction yield, written as a fraction of the theoretical maximum amount of product (1.0 means a 100% yield; for example, 0.34 means a 34% yield).. Dataset: Reaction yield outcomes from USPTO patents with 853,638 reactions (1) The reactants are Br[C:2]1[CH:7]=[N:6][CH:5]=[C:4]2[N:8]([C:11]([O:13][C:14]([CH3:17])([CH3:16])[CH3:15])=[O:12])[CH:9]=[CH:10][C:3]=12.C([O-])(=O)C.[K+].B1(B2OC(C)(C)C(C)(C)O2)OC(C)(C)C(C)(C)O1.Cl[C:42]1[N:47]=[C:46]([N:48]2[CH2:53][CH2:52][O:51][CH2:50][C@H:49]2[CH3:54])[CH:45]=[C:44]([C:55]2([S:58]([CH3:61])(=[NH:60])=[O:59])[CH2:57][CH2:56]2)[N:43]=1.C(=O)([O-])[O-].[Na+].[Na+]. The catalyst is O1CCOCC1.C1C=CC(P(C2C=CC=CC=2)[C-]2C=CC=C2)=CC=1.C1C=CC(P(C2C=CC=CC=2)[C-]2C=CC=C2)=CC=1.Cl[Pd]Cl.[Fe+2].Cl[Pd](Cl)([P](C1C=CC=CC=1)(C1C=CC=CC=1)C1C=CC=CC=1)[P](C1C=CC=CC=1)(C1C=CC=CC=1)C1C=CC=CC=1. The product is [CH3:54][C@H:49]1[N:48]([C:46]2[CH:45]=[C:44]([C:55]3([S:58]([CH3:61])(=[NH:60])=[O:59])[CH2:57][CH2:56]3)[N:43]=[C:42]([C:2]3[CH:7]=[N:6][CH:5]=[C:4]4[N:8]([C:11]([O:13][C:14]([CH3:17])([CH3:16])[CH3:15])=[O:12])[CH:9]=[CH:10][C:3]=34)[N:47]=2)[CH2:53][CH2:52][O:51][CH2:50]1. The yield is 0.460. (2) The reactants are [CH:1]1[CH:6]=[C:5]2[C:7]([NH:9][C:10]([NH:12][C:4]2=[CH:3][CH:2]=1)=O)=[O:8].CN(C)C1C=CC=CC=1. The catalyst is P(Cl)(Cl)(Cl)=O. The product is [CH:1]1[CH:2]=[CH:3][C:4]2[N:12]=[CH:10][NH:9][C:7](=[O:8])[C:5]=2[CH:6]=1. The yield is 0.620. (3) The reactants are [Cl-].O[NH3+:3].[C:4](=[O:7])([O-])[OH:5].[Na+].CS(C)=O.[O:13]=[C:14]1[C:19]([CH2:20][C:21]2[CH:26]=[CH:25][C:24]([C:27]3[C:28]([C:33]#[N:34])=[CH:29][CH:30]=[CH:31][CH:32]=3)=[CH:23][CH:22]=2)=[C:18]([CH2:35][CH2:36][CH3:37])[N:17]2[N:38]=[CH:39][N:40]=[C:16]2[N:15]1[C@H:41]1[CH2:46][CH2:45][C@H:44]([O:47][CH2:48][CH:49]2[CH2:53][CH2:52][CH2:51][O:50]2)[CH2:43][CH2:42]1. The catalyst is O.C(OCC)(=O)C. The product is [O:7]=[C:4]1[O:5][N:3]=[C:33]([C:28]2[CH:29]=[CH:30][CH:31]=[CH:32][C:27]=2[C:24]2[CH:23]=[CH:22][C:21]([CH2:20][C:19]3[C:14](=[O:13])[N:15]([C@H:41]4[CH2:46][CH2:45][C@H:44]([O:47][CH2:48][CH:49]5[CH2:53][CH2:52][CH2:51][O:50]5)[CH2:43][CH2:42]4)[C:16]4[N:17]([N:38]=[CH:39][N:40]=4)[C:18]=3[CH2:35][CH2:36][CH3:37])=[CH:26][CH:25]=2)[NH:34]1. The yield is 0.430. (4) The reactants are Cl[C:2]1[C:3]([N:8]2[CH2:13][CH2:12][N:11]([CH2:14][C:15]3[CH:16]=[N:17][N:18]([CH3:21])[C:19]=3[CH3:20])[CH2:10][CH2:9]2)=[N:4][CH:5]=[CH:6][N:7]=1.C(=O)([O-])[O-].[K+].[K+].[C:28]([C:31]1[CH:36]=[CH:35][C:34](B(O)O)=[CH:33][CH:32]=1)(=[O:30])[CH3:29].O. The catalyst is CN(C)C(=O)C.C1C=CC([P]([Pd]([P](C2C=CC=CC=2)(C2C=CC=CC=2)C2C=CC=CC=2)([P](C2C=CC=CC=2)(C2C=CC=CC=2)C2C=CC=CC=2)[P](C2C=CC=CC=2)(C2C=CC=CC=2)C2C=CC=CC=2)(C2C=CC=CC=2)C2C=CC=CC=2)=CC=1. The product is [CH3:21][N:18]1[C:19]([CH3:20])=[C:15]([CH2:14][N:11]2[CH2:12][CH2:13][N:8]([C:3]3[C:2]([C:34]4[CH:35]=[CH:36][C:31]([C:28](=[O:30])[CH3:29])=[CH:32][CH:33]=4)=[N:7][CH:6]=[CH:5][N:4]=3)[CH2:9][CH2:10]2)[CH:16]=[N:17]1. The yield is 0.970. (5) The reactants are [F:1][C:2]1[CH:7]=[CH:6][CH:5]=[C:4]([O:8][C:9]2[CH:14]=[CH:13][C:12](I)=[CH:11][CH:10]=2)[C:3]=1[F:16].[CH3:17][C:18]1([CH3:34])[C:22]([CH3:24])([CH3:23])[O:21][B:20]([B:20]2[O:21][C:22]([CH3:24])([CH3:23])[C:18]([CH3:34])([CH3:17])[O:19]2)[O:19]1.C([O-])(=O)C.[K+]. The catalyst is CN(C)C=O.O.CC(O)=O.CC(O)=O.[Pd]. The product is [F:16][C:3]1[C:2]([F:1])=[CH:7][CH:6]=[CH:5][C:4]=1[O:8][C:9]1[CH:14]=[CH:13][C:12]([B:20]2[O:21][C:22]([CH3:24])([CH3:23])[C:18]([CH3:34])([CH3:17])[O:19]2)=[CH:11][CH:10]=1. The yield is 0.750. (6) The reactants are [N:1]([CH:4]1[CH2:10][CH2:9][N:8]([C:11]2[N:15]([CH3:16])[N:14]=[CH:13][C:12]=2[N+:17]([O-:19])=[O:18])[CH2:7][CH2:6][CH:5]1[OH:20])=[N+]=[N-].C1(P(C2C=CC=CC=2)C2C=CC=CC=2)C=CC=CC=1.CCN(C(C)C)C(C)C.[F:49][C:50]([F:61])([F:60])[C:51](O[C:51](=[O:52])[C:50]([F:61])([F:60])[F:49])=[O:52]. The catalyst is C1COCC1.O.C(Cl)Cl.O.CCOC(C)=O. The product is [F:49][C:50]([F:61])([F:60])[C:51]([NH:1][CH:4]1[CH:5]([OH:20])[CH2:6][CH2:7][N:8]([C:11]2[N:15]([CH3:16])[N:14]=[CH:13][C:12]=2[N+:17]([O-:19])=[O:18])[CH2:9][CH2:10]1)=[O:52]. The yield is 0.880.